This data is from Retrosynthesis with 50K atom-mapped reactions and 10 reaction types from USPTO. The task is: Predict the reactants needed to synthesize the given product. (1) Given the product N#CC1(CNc2nc(O)ccc2F)CCOCC1, predict the reactants needed to synthesize it. The reactants are: N#CC1(CNc2nc(OCc3ccccc3)ccc2F)CCOCC1. (2) Given the product CS(=O)(=O)Nc1ccccc1Nc1nc(Nc2cccc(OCCC3CCCN3)c2)ncc1Cl, predict the reactants needed to synthesize it. The reactants are: CC(C)(C)OC(=O)N1CCCC1CCOc1cccc(Nc2ncc(Cl)c(Nc3ccccc3NS(C)(=O)=O)n2)c1.